Predict the reactants needed to synthesize the given product. From a dataset of Full USPTO retrosynthesis dataset with 1.9M reactions from patents (1976-2016). (1) The reactants are: [C:1]([O:4][C@@H:5]1[C@@H:10]([O:11][CH2:12][C:13]2[CH:18]=[CH:17][CH:16]=[CH:15][CH:14]=2)[C@@H:9]([O:19][CH2:20][C:21]2[CH:26]=[CH:25][CH:24]=[CH:23][CH:22]=2)[C@@H:8]([CH2:27][O:28][CH2:29][C:30]2[CH:35]=[CH:34][CH:33]=[CH:32][CH:31]=2)[O:7][C@H:6]1[O:36][C@@H:37]1[C@@H:66]([CH2:67][O:68][CH2:69][C:70]2[CH:75]=[CH:74][CH:73]=[CH:72][CH:71]=2)[O:65][C@H:40]([O:41][CH2:42][CH2:43][CH2:44][CH2:45][CH2:46][N:47]([CH2:58][C:59]2[CH:64]=[CH:63][CH:62]=[CH:61][CH:60]=2)[C:48]([O:50][CH2:51][C:52]2[CH:57]=[CH:56][CH:55]=[CH:54][CH:53]=2)=[O:49])[C@H:39]([N:76]=[N+:77]=[N-:78])[C@H:38]1[OH:79])(=[O:3])[CH3:2].[CH3:80][O:81][C@@H:82]1[C@@H:91]([O:92][CH2:93][C:94]2[CH:99]=[CH:98][CH:97]=[CH:96][CH:95]=2)[C@@H:90]([OH:100])[C@@H:89]([CH3:101])[O:88][C@@H:83]1OCC=C.[Si](OS(C(F)(F)F)(=O)=O)(C)(C)C. Given the product [C:1]([O:4][C@@H:5]1[C@@H:10]([O:11][CH2:12][C:13]2[CH:18]=[CH:17][CH:16]=[CH:15][CH:14]=2)[C@@H:9]([O:19][CH2:20][C:21]2[CH:22]=[CH:23][CH:24]=[CH:25][CH:26]=2)[C@@H:8]([CH2:27][O:28][CH2:29][C:30]2[CH:35]=[CH:34][CH:33]=[CH:32][CH:31]=2)[O:7][C@H:6]1[O:36][C@@H:37]1[C@@H:66]([CH2:67][O:68][CH2:69][C:70]2[CH:71]=[CH:72][CH:73]=[CH:74][CH:75]=2)[O:65][C@H:40]([O:41][CH2:42][CH2:43][CH2:44][CH2:45][CH2:46][N:47]([CH2:58][C:59]2[CH:64]=[CH:63][CH:62]=[CH:61][CH:60]=2)[C:48]([O:50][CH2:51][C:52]2[CH:57]=[CH:56][CH:55]=[CH:54][CH:53]=2)=[O:49])[C@H:39]([N:76]=[N+:77]=[N-:78])[C@H:38]1[O:79][C@H:83]1[O:88][C@H:89]([CH2:101][O:11][CH2:12][C:13]2[CH:18]=[CH:17][CH:16]=[CH:15][CH:14]=2)[C@H:90]([O:100][CH2:20][C:21]2[CH:22]=[CH:23][CH:24]=[CH:25][CH:26]=2)[C@H:91]([O:92][CH2:93][C:94]2[CH:95]=[CH:96][CH:97]=[CH:98][CH:99]=2)[C@H:82]1[O:81][CH2:80][C:30]1[CH:31]=[CH:32][CH:33]=[CH:34][CH:35]=1)(=[O:3])[CH3:2], predict the reactants needed to synthesize it. (2) Given the product [CH2:1]([O:5][CH2:6][CH2:7][O:8][C:9]1[CH:14]=[CH:13][C:12]([C:15]2[CH:16]=[CH:17][C:18]3[N:24]([CH2:25][CH:26]([CH3:27])[CH3:28])[CH2:23][CH2:22][C:21]([C:29]([NH:31][C:32]4[CH:51]=[CH:50][C:35]5[N:36]([CH3:49])[C:37]([S:39]([CH2:40][C:41]6[N:45]([CH2:46][CH2:47][CH3:48])[CH:44]=[N:43][CH:42]=6)=[O:61])=[N:38][C:34]=5[CH:33]=4)=[O:30])=[CH:20][C:19]=3[CH:52]=2)=[CH:11][CH:10]=1)[CH2:2][CH2:3][CH3:4], predict the reactants needed to synthesize it. The reactants are: [CH2:1]([O:5][CH2:6][CH2:7][O:8][C:9]1[CH:14]=[CH:13][C:12]([C:15]2[CH:16]=[CH:17][C:18]3[N:24]([CH2:25][CH:26]([CH3:28])[CH3:27])[CH2:23][CH2:22][C:21]([C:29]([NH:31][C:32]4[CH:51]=[CH:50][C:35]5[N:36]([CH3:49])[C:37]([S:39][CH2:40][C:41]6[N:45]([CH2:46][CH2:47][CH3:48])[CH:44]=[N:43][CH:42]=6)=[N:38][C:34]=5[CH:33]=4)=[O:30])=[CH:20][C:19]=3[CH:52]=2)=[CH:11][CH:10]=1)[CH2:2][CH2:3][CH3:4].ClC1C=CC=C(C(OO)=[O:61])C=1.CSC.O. (3) Given the product [Cl:1][C:2]1[CH:7]=[CH:6][C:5]([CH:8]([C:20]2[CH:21]=[C:22]([CH:26]=[CH:27][CH:28]=2)[C:23]([NH:30][CH2:31][CH2:32][OH:33])=[O:24])[CH2:9][C:10]([C:12]2[CH:17]=[CH:16][C:15](=[O:18])[N:14]([CH3:19])[CH:13]=2)=[O:11])=[C:4]([F:29])[CH:3]=1, predict the reactants needed to synthesize it. The reactants are: [Cl:1][C:2]1[CH:7]=[CH:6][C:5]([CH:8]([C:20]2[CH:21]=[C:22]([CH:26]=[CH:27][CH:28]=2)[C:23](O)=[O:24])[CH2:9][C:10]([C:12]2[CH:17]=[CH:16][C:15](=[O:18])[N:14]([CH3:19])[CH:13]=2)=[O:11])=[C:4]([F:29])[CH:3]=1.[NH2:30][CH2:31][CH2:32][OH:33].F[P-](F)(F)(F)(F)F.N1(O[P+](N(C)C)(N(C)C)N(C)C)C2C=CC=CC=2N=N1.